Dataset: Catalyst prediction with 721,799 reactions and 888 catalyst types from USPTO. Task: Predict which catalyst facilitates the given reaction. (1) Reactant: [Cl:1][C:2]1[CH:3]=[CH:4][C:5]([N:15]2[CH:19]=[C:18]([C:20]([F:23])([F:22])[F:21])[N:17]=[N:16]2)=[C:6]([C:8]2[N:13]=[CH:12][N:11]=[C:10]([OH:14])[CH:9]=2)[CH:7]=1.CN(C(ON1N=NC2C=CC=NC1=2)=[N+](C)C)C.F[P-](F)(F)(F)(F)F.C1CCN2C(=NCCC2)CC1.N[C@@H:60]1[C:77]2[CH:78]=[C:73]([CH:74]=[CH:75][CH:76]=2)[C:72]2[N:71]=[CH:70][CH:69]=[CH:68][C:67]=2[NH:66][C:65](=[O:79])[C@H:64]([CH3:80])[CH2:63][CH2:62][CH2:61]1. Product: [Cl:1][C:2]1[CH:3]=[CH:4][C:5]([N:15]2[CH:19]=[C:18]([C:20]([F:21])([F:23])[F:22])[N:17]=[N:16]2)=[C:6]([C:8]2[N:13]=[CH:12][N:11]([C@@H:60]3[C:77]4[CH:78]=[C:73]([CH:74]=[CH:75][CH:76]=4)[C:72]4[N:71]=[CH:70][CH:69]=[CH:68][C:67]=4[NH:66][C:65](=[O:79])[C@H:64]([CH3:80])[CH2:63][CH2:62][CH2:61]3)[C:10](=[O:14])[CH:9]=2)[CH:7]=1. The catalyst class is: 705. (2) Reactant: Cl.[Br:2][C:3]1[CH:8]=[CH:7][C:6]([CH:9]2[CH2:14][CH2:13][NH:12][CH2:11][CH2:10]2)=[CH:5][CH:4]=1.FC(F)(F)S(O[CH2:21][C:22]([F:25])([F:24])[F:23])(=O)=O.C(N(CC)C(C)C)(C)C. Product: [Br:2][C:3]1[CH:8]=[CH:7][C:6]([CH:9]2[CH2:10][CH2:11][N:12]([CH2:21][C:22]([F:25])([F:24])[F:23])[CH2:13][CH2:14]2)=[CH:5][CH:4]=1. The catalyst class is: 10. (3) Reactant: FC(F)(F)C(O)=O.C([CH:15]1[CH2:20][NH:19][CH2:18][CH2:17][N:16]1[C:21]1[C:26]([NH:27][CH:28]([CH3:30])[CH3:29])=[CH:25][CH:24]=[CH:23][N:22]=1)(OC(C)(C)C)=O.C([O-])([O-])=O.[K+].[K+].O. Product: [N:16]1([C:21]2[C:26]([NH:27][CH:28]([CH3:30])[CH3:29])=[CH:25][CH:24]=[CH:23][N:22]=2)[CH2:15][CH2:20][NH:19][CH2:18][CH2:17]1. The catalyst class is: 4. (4) Reactant: [Br:1][C:2]1[CH:10]=[CH:9][CH:8]=[C:7]2[C:3]=1[CH:4]=[C:5]([C:11]([OH:13])=O)[NH:6]2.[NH:14]1[CH2:18][CH2:17][CH2:16][CH2:15]1.C1C=NC2N(O)N=NC=2C=1.CCN(C(C)C)C(C)C.C(Cl)CCl. Product: [Br:1][C:2]1[CH:10]=[CH:9][CH:8]=[C:7]2[C:3]=1[CH:4]=[C:5]([C:11]([N:14]1[CH2:18][CH2:17][CH2:16][CH2:15]1)=[O:13])[NH:6]2. The catalyst class is: 290.